From a dataset of Forward reaction prediction with 1.9M reactions from USPTO patents (1976-2016). Predict the product of the given reaction. (1) Given the reactants C1(O[C:8](=[O:21])[NH:9][C:10]2[CH:19]=[CH:18][CH:17]=[C:16]3[C:11]=2[CH:12]=[CH:13][N:14]=[C:15]3[Cl:20])C=CC=CC=1.[F:22][C:23]([F:33])([F:32])[C:24]1[CH:31]=[CH:30][C:27]([CH2:28][NH2:29])=[CH:26][CH:25]=1, predict the reaction product. The product is: [Cl:20][C:15]1[C:16]2[C:11](=[C:10]([NH:9][C:8]([NH:29][CH2:28][C:27]3[CH:26]=[CH:25][C:24]([C:23]([F:22])([F:32])[F:33])=[CH:31][CH:30]=3)=[O:21])[CH:19]=[CH:18][CH:17]=2)[CH:12]=[CH:13][N:14]=1. (2) Given the reactants [Cl:1][C:2]1[C:7]([F:8])=[CH:6][CH:5]=[C:4]([Cl:9])[C:3]=1[C@H:10]([O:12][C:13]1[C:18]([NH2:19])=[N:17][CH:16]=[C:15]2[NH:20][CH:21]=[CH:22][C:14]=12)[CH3:11].[C:23]([CH:27]1[CH2:32][CH:31]([CH2:33][CH2:34]OS(C)(=O)=O)[CH2:30][CH2:29][N:28]1[C:40]([NH2:42])=[O:41])([CH3:26])([CH3:25])[CH3:24].C([O-])([O-])=O.[Cs+].[Cs+].C(OCC)(=O)C, predict the reaction product. The product is: [C:23]([CH:27]1[CH2:32][CH:31]([CH2:33][CH2:34][N:20]2[C:15]3=[CH:16][N:17]=[C:18]([NH2:19])[C:13]([O:12][C@@H:10]([C:3]4[C:4]([Cl:9])=[CH:5][CH:6]=[C:7]([F:8])[C:2]=4[Cl:1])[CH3:11])=[C:14]3[CH:22]=[CH:21]2)[CH2:30][CH2:29][N:28]1[C:40]([NH2:42])=[O:41])([CH3:24])([CH3:25])[CH3:26]. (3) Given the reactants Cl.CN(C)CCCN=C=NCC.O.ON1C2C=CC=CC=2N=N1.[C:24]([O:28][C:29]([N:31]1[CH2:36][CH2:35][CH:34](C(O)=O)[CH2:33][CH:32]1[CH3:40])=[O:30])([CH3:27])([CH3:26])[CH3:25].N[C@H](CC1C=CC2C(=CC=CC=2)C=1)C(N(C)[C@@H](C1ON=C(C)N=1)CC1C=CC2C(=CC=CC=2)C=1)=O.FC(F)(F)C([O-])=O.C(N(C(C)C)CC)(C)C, predict the reaction product. The product is: [C:24]([O:28][C:29]([N:31]1[CH2:36][CH2:35][CH2:34][CH2:33][CH:32]1[CH3:40])=[O:30])([CH3:27])([CH3:25])[CH3:26]. (4) Given the reactants [Br:1][C:2]1[CH:3]=[CH:4][C:5]([C:10](Br)([F:12])[F:11])=[C:6]([CH:9]=1)[CH:7]=[O:8].[OH:14][C:15]1[CH:20]=[CH:19][CH:18]=[CH:17][C:16]=1[C:21]1[N:26]=[C:25]([N:27]2[C:31]([C:32]([F:35])([F:34])[F:33])=[C:30]([C:36]([O:38][CH2:39][CH3:40])=[O:37])[CH:29]=[N:28]2)[CH:24]=[CH:23][CH:22]=1, predict the reaction product. The product is: [Br:1][C:2]1[CH:3]=[CH:4][C:5]([C:10]([F:12])([F:11])[O:14][C:15]2[CH:20]=[CH:19][CH:18]=[CH:17][C:16]=2[C:21]2[N:26]=[C:25]([N:27]3[C:31]([C:32]([F:35])([F:34])[F:33])=[C:30]([C:36]([O:38][CH2:39][CH3:40])=[O:37])[CH:29]=[N:28]3)[CH:24]=[CH:23][CH:22]=2)=[C:6]([CH:7]=[O:8])[CH:9]=1. (5) Given the reactants Br[C:2]1[N:17]=[C:5]2[CH:6]([C:10]3[CH:15]=[CH:14][C:13]([F:16])=[CH:12][CH:11]=3)[CH2:7][CH2:8][CH2:9][N:4]2[N:3]=1.[CH3:18][O:19][C:20]1[CH:21]=[C:22]([NH2:33])[CH:23]=[CH:24][C:25]=1[C:26]1[CH:31]=[CH:30][N:29]=[C:28]([CH3:32])[CH:27]=1, predict the reaction product. The product is: [F:16][C:13]1[CH:14]=[CH:15][C:10]([CH:6]2[CH2:7][CH2:8][CH2:9][N:4]3[N:3]=[C:2]([NH:33][C:22]4[CH:23]=[CH:24][C:25]([C:26]5[CH:31]=[CH:30][N:29]=[C:28]([CH3:32])[CH:27]=5)=[C:20]([O:19][CH3:18])[CH:21]=4)[N:17]=[C:5]23)=[CH:11][CH:12]=1.